Dataset: Reaction yield outcomes from USPTO patents with 853,638 reactions. Task: Predict the reaction yield, written as a fraction of the theoretical maximum amount of product (1.0 means a 100% yield; for example, 0.34 means a 34% yield). (1) The reactants are Cl[C:2]1[CH:7]=[CH:6][N:5]=[C:4]2[NH:8][N:9]=[C:10]([C:11]([F:14])([F:13])[F:12])[C:3]=12.[N:15]1[C:24]2[C:19](=[CH:20][CH:21]=[CH:22][CH:23]=2)[CH:18]=[C:17](B(O)O)[CH:16]=1.C(=O)([O-])[O-].[Na+].[Na+].C(OCC)(=O)C. The catalyst is O1CCOCC1.O. The product is [F:12][C:11]([F:14])([F:13])[C:10]1[C:3]2[C:4](=[N:5][CH:6]=[CH:7][C:2]=2[C:17]2[CH:16]=[N:15][C:24]3[C:19]([CH:18]=2)=[CH:20][CH:21]=[CH:22][CH:23]=3)[NH:8][N:9]=1. The yield is 0.330. (2) The reactants are Cl[C:2]1[CH:3]=[C:4]([NH:13][CH2:14][C:15]([F:18])([F:17])[F:16])[C:5]2[N:6]([C:8]([C:11]#[N:12])=[CH:9][N:10]=2)[N:7]=1.[NH2:19][C:20]1[CH:21]=[C:22]([CH:25]=[CH:26][C:27]=1[O:28][CH3:29])[C:23]#[N:24].C(P(C(C)(C)C)C1(C)CC1(C1C=CC=CC=1)C1C=CC=CC=1)(C)(C)C.CC(C)([O-])C.[Na+].C(O)(C(F)(F)F)=O. The catalyst is C1(C)C=CC=CC=1.[CH2-]C=C.[CH2-]C=C.Cl[Pd+].Cl[Pd+].O. The product is [C:23]([C:22]1[CH:25]=[CH:26][C:27]([O:28][CH3:29])=[C:20]([NH:19][C:2]2[CH:3]=[C:4]([NH:13][CH2:14][C:15]([F:18])([F:17])[F:16])[C:5]3[N:6]([C:8]([C:11]#[N:12])=[CH:9][N:10]=3)[N:7]=2)[CH:21]=1)#[N:24]. The yield is 0.0540. (3) The reactants are [Cl:1][C:2]1[CH:7]=[CH:6][CH:5]=[CH:4][C:3]=1[C:8]1[C:9]2[CH:19]=[CH:18][C:17](=[O:20])[N:16]([CH:21]([CH2:24][CH3:25])[CH2:22][CH3:23])[C:10]=2[N:11]=[C:12](SC)[N:13]=1.[CH2:26]([N:28]([CH2:32][CH3:33])[CH2:29][CH2:30][NH2:31])[CH3:27]. No catalyst specified. The product is [Cl:1][C:2]1[CH:7]=[CH:6][CH:5]=[CH:4][C:3]=1[C:8]1[C:9]2[CH:19]=[CH:18][C:17](=[O:20])[N:16]([CH:21]([CH2:24][CH3:25])[CH2:22][CH3:23])[C:10]=2[N:11]=[C:12]([NH:31][CH2:30][CH2:29][N:28]([CH2:32][CH3:33])[CH2:26][CH3:27])[N:13]=1. The yield is 0.800. (4) The reactants are [C:1]([C:5]1[CH:10]=[CH:9][CH:8]=[CH:7][C:6]=1[N:11]1[C:15](=O)[CH2:14][CH2:13][C:12]1=O)([CH3:4])([CH3:3])[CH3:2].C1(C)C=CC=CC=1. The catalyst is C1COCC1. The product is [C:1]([C:5]1[CH:10]=[CH:9][CH:8]=[CH:7][C:6]=1[N:11]1[CH2:12][CH2:13][CH2:14][CH2:15]1)([CH3:4])([CH3:2])[CH3:3]. The yield is 0.800.